Dataset: Full USPTO retrosynthesis dataset with 1.9M reactions from patents (1976-2016). Task: Predict the reactants needed to synthesize the given product. (1) The reactants are: [C:1]([O:5][C:6]([N:8]1[CH2:12][CH2:11][C@H:10]([F:13])[C@H:9]1[C:14]([OH:16])=O)=[O:7])([CH3:4])([CH3:3])[CH3:2].[Cl:17][C:18]1[C:19]([F:26])=[C:20]([CH:23]=[CH:24][CH:25]=1)[CH2:21][NH2:22].CN(C(ON1N=NC2C=CC=CC1=2)=[N+](C)C)C.F[P-](F)(F)(F)(F)F.CCN(C(C)C)C(C)C. Given the product [C:1]([O:5][C:6]([N:8]1[CH2:12][CH2:11][C@H:10]([F:13])[C@H:9]1[C:14](=[O:16])[NH:22][CH2:21][C:20]1[CH:23]=[CH:24][CH:25]=[C:18]([Cl:17])[C:19]=1[F:26])=[O:7])([CH3:2])([CH3:3])[CH3:4], predict the reactants needed to synthesize it. (2) Given the product [N:1]([C:2]1[CH:7]=[CH:6][C:5]([N:8]2[CH2:12][CH:11]([CH2:13][OH:14])[O:10][C:9]2=[O:15])=[CH:4][C:3]=1[F:16])=[N+:21]=[N-:22], predict the reactants needed to synthesize it. The reactants are: [NH2:1][C:2]1[CH:7]=[CH:6][C:5]([N:8]2[CH2:12][CH:11]([CH2:13][OH:14])[O:10][C:9]2=[O:15])=[CH:4][C:3]=1[F:16].N([O-])=O.[Na+].[N-:21]=[N+:22]=[N-].[Na+].C([O-])(=O)C.[Na+]. (3) Given the product [NH2:1][C:2]1[C:3]([C:23]2[CH:32]=[CH:31][C:26]([C:27]([O:29][CH3:30])=[O:28])=[C:25]([F:33])[CH:24]=2)=[N:4][C:5]([CH:8]2[CH2:13][CH2:12][CH:11]([CH2:14][OH:15])[CH2:10][CH2:9]2)=[CH:6][N:7]=1, predict the reactants needed to synthesize it. The reactants are: [NH2:1][C:2]1[C:3]([C:23]2[CH:32]=[CH:31][C:26]([C:27]([O:29][CH3:30])=[O:28])=[C:25]([F:33])[CH:24]=2)=[N:4][C:5]([C:8]2[CH2:13][CH2:12][CH:11]([CH2:14][O:15]CC3C=CC=CC=3)[CH2:10][CH:9]=2)=[CH:6][N:7]=1.CO. (4) Given the product [OH:8][CH2:9][C:10]([CH3:15])([CH3:16])[C:11](=[O:13])[CH2:20][C:19]#[N:21], predict the reactants needed to synthesize it. The reactants are: [Si]([O:8][CH2:9][C:10]([CH3:16])([CH3:15])[C:11]([O:13]C)=O)(C(C)(C)C)(C)C.[H-].[Na+].[C:19](#[N:21])[CH3:20].